From a dataset of Catalyst prediction with 721,799 reactions and 888 catalyst types from USPTO. Predict which catalyst facilitates the given reaction. (1) Reactant: [F:1][C:2]1[CH:7]=[CH:6][CH:5]=[C:4]([F:8])[C:3]=1[NH:9][C:10](=[O:47])[C:11]1[CH:16]=[CH:15][CH:14]=[C:13]([C:17]2[N:18]=[C:19]3[CH:24]=[CH:23][CH:22]=[CH:21][N:20]3[C:25]=2[C:26]2[CH:31]=[CH:30][N:29]=[C:28]([NH:32]C3C=CC(OC4CCNCC4)=CC=3C)[N:27]=2)[CH:12]=1.[CH3:48][O:49][C:50]1[CH:56]=[C:55]([N:57]2[CH2:62][CH2:61][N:60]([S:63]([CH3:66])(=[O:65])=[O:64])[CH2:59][CH2:58]2)[CH:54]=[CH:53][C:51]=1N.C1(C)C=CC(S(O)(=O)=O)=CC=1.[CH2:78]([OH:83])[C:79](F)(F)F.N. Product: [F:8][C:4]1[CH:5]=[CH:6][CH:7]=[C:2]([F:1])[C:3]=1[NH:9][C:10](=[O:47])[C:11]1[CH:12]=[C:13]([C:17]2[N:18]=[C:19]3[CH:24]=[CH:23][CH:22]=[CH:21][N:20]3[C:25]=2[C:26]2[CH:31]=[CH:30][N:29]=[C:28]([NH:32][C:51]3[CH:53]=[CH:54][C:55]([N:57]4[CH2:62][CH2:61][N:60]([S:63]([CH3:66])(=[O:65])=[O:64])[CH2:59][CH2:58]4)=[CH:56][C:50]=3[O:49][CH3:48])[N:27]=2)[CH:14]=[CH:15][C:16]=1[O:83][CH2:78][CH3:79]. The catalyst class is: 100. (2) Reactant: Br.[F:2][CH:3]([F:20])[O:4][C:5]1[N:9]([CH3:10])[N:8]=[C:7]([C:11]([F:14])([F:13])[F:12])[C:6]=1[CH2:15][S:16]C(=N)N.C(=O)([O-])[O-].[K+].[K+].O. Product: [F:20][CH:3]([F:2])[O:4][C:5]1[N:9]([CH3:10])[N:8]=[C:7]([C:11]([F:14])([F:13])[F:12])[C:6]=1[CH2:15][SH:16]. The catalyst class is: 9. (3) Reactant: [CH3:1][O:2][C:3](=[O:34])[C:4]([C:6]1[C:7]([CH3:33])=[N:8][C:9]2[CH2:10][CH2:11][N:12]([C:23]([O:25][CH2:26][C:27]3[CH:32]=[CH:31][CH:30]=[CH:29][CH:28]=3)=[O:24])[CH2:13][C:14]=2[C:15]=1[C:16]1[CH:21]=[CH:20][C:19]([CH3:22])=[CH:18][CH:17]=1)=[O:5].[B]1OC2C(=CC=CC=2)O1.C([O-])([O-])=O.[Na+].[Na+]. Product: [OH:5][CH:4]([C:6]1[C:7]([CH3:33])=[N:8][C:9]2[CH2:10][CH2:11][N:12]([C:23]([O:25][CH2:26][C:27]3[CH:28]=[CH:29][CH:30]=[CH:31][CH:32]=3)=[O:24])[CH2:13][C:14]=2[C:15]=1[C:16]1[CH:21]=[CH:20][C:19]([CH3:22])=[CH:18][CH:17]=1)[C:3]([O:2][CH3:1])=[O:34]. The catalyst class is: 260. (4) Reactant: Cl.[N+:2]([C:5]1[CH:23]=[CH:22][CH:21]=[C:20]2[C:6]=1[C:7](=[O:31])[C:8]1([NH:25][C:26]([NH:28][CH2:29][CH3:30])=[O:27])[C:12]3[CH:13]=[CH:14][C:15]([CH:17]([CH3:19])[CH3:18])=[CH:16][C:11]=3[O:10][C:9]12[OH:24])([O-])=O.O. Product: [NH2:2][C:5]1[CH:23]=[CH:22][CH:21]=[C:20]2[C:6]=1[C:7](=[O:31])[C:8]1([NH:25][C:26]([NH:28][CH2:29][CH3:30])=[O:27])[C:12]3[CH:13]=[CH:14][C:15]([CH:17]([CH3:19])[CH3:18])=[CH:16][C:11]=3[O:10][C:9]12[OH:24]. The catalyst class is: 186. (5) Reactant: [S:1]1[CH:5]=[CH:4][CH:3]=[C:2]1[CH2:6][CH2:7][CH2:8][OH:9].N1C=CN=C1.[Si:15](Cl)([C:18]([CH3:21])([CH3:20])[CH3:19])([CH3:17])[CH3:16].O. Product: [C:18]([Si:15]([CH3:17])([CH3:16])[O:9][CH2:8][CH2:7][CH2:6][C:2]1[S:1][CH:5]=[CH:4][CH:3]=1)([CH3:21])([CH3:20])[CH3:19]. The catalyst class is: 4. (6) Reactant: [Cl-].[Ce+3].[Cl-].[Cl-].[I-].[Na+].[Br:7][CH2:8][C:9]([C:11]1[CH:16]=[CH:15][C:14]([O:17][CH3:18])=[CH:13][CH:12]=1)=[O:10].[CH2:19]([N:26]1[CH2:31][CH2:30][C:29](=[O:32])[CH2:28][CH2:27]1)[C:20]1[CH:25]=[CH:24][CH:23]=[CH:22][CH:21]=1.Br.C(O)C. Product: [BrH:7].[CH2:19]([N:26]1[CH2:31][CH2:30][C:29]([CH2:8][C:9](=[O:10])[C:11]2[CH:16]=[CH:15][C:14]([O:17][CH3:18])=[CH:13][CH:12]=2)([OH:32])[CH2:28][CH2:27]1)[C:20]1[CH:21]=[CH:22][CH:23]=[CH:24][CH:25]=1. The catalyst class is: 7. (7) Reactant: [Br:1][C:2]1[C:3](=[O:22])[CH2:4][CH2:5][C:6]2([CH2:18][CH2:19][CH2:20][CH3:21])[C:15]=1[C:14]1[C:9](=[CH:10][C:11]([O:16]C)=[CH:12][CH:13]=1)[CH2:8][CH2:7]2.B(Br)(Br)Br. Product: [Br:1][C:2]1[C:3](=[O:22])[CH2:4][CH2:5][C:6]2([CH2:18][CH2:19][CH2:20][CH3:21])[C:15]=1[C:14]1[C:9](=[CH:10][C:11]([OH:16])=[CH:12][CH:13]=1)[CH2:8][CH2:7]2. The catalyst class is: 2. (8) Reactant: [CH3:1][C@H:2]1[CH2:7][NH:6][CH2:5][CH2:4][NH:3]1.[Li]CCCC.[CH3:13][C:14]([O:17][C:18](O[C:18]([O:17][C:14]([CH3:16])([CH3:15])[CH3:13])=[O:19])=[O:19])([CH3:16])[CH3:15]. Product: [CH3:1][C@H:2]1[CH2:7][NH:6][CH2:5][CH2:4][N:3]1[C:18]([O:17][C:14]([CH3:16])([CH3:15])[CH3:13])=[O:19]. The catalyst class is: 20.